Dataset: Reaction yield outcomes from USPTO patents with 853,638 reactions. Task: Predict the reaction yield, written as a fraction of the theoretical maximum amount of product (1.0 means a 100% yield; for example, 0.34 means a 34% yield). The reactants are [CH2:1]([NH:8][C:9]1[CH:17]=[C:16]([N:18]2[CH2:23][CH2:22][N:21]([C:24](=[O:31])[C:25]3[CH:30]=[CH:29][CH:28]=[CH:27][CH:26]=3)[CH2:20][CH2:19]2)[CH:15]=[CH:14][C:10]=1[C:11]([OH:13])=[O:12])[C:2]1[CH:7]=[CH:6][CH:5]=[CH:4][CH:3]=1.[CH2:32]([Si](C=[N+]=[N-])(CC)CC)C. The catalyst is C(Cl)Cl. The product is [CH2:1]([NH:8][C:9]1[CH:17]=[C:16]([N:18]2[CH2:23][CH2:22][N:21]([C:24](=[O:31])[C:25]3[CH:30]=[CH:29][CH:28]=[CH:27][CH:26]=3)[CH2:20][CH2:19]2)[CH:15]=[CH:14][C:10]=1[C:11]([O:13][CH3:32])=[O:12])[C:2]1[CH:7]=[CH:6][CH:5]=[CH:4][CH:3]=1. The yield is 0.300.